Dataset: Peptide-MHC class I binding affinity with 185,985 pairs from IEDB/IMGT. Task: Regression. Given a peptide amino acid sequence and an MHC pseudo amino acid sequence, predict their binding affinity value. This is MHC class I binding data. (1) The peptide sequence is KCMRTFFGWK. The MHC is HLA-A68:01 with pseudo-sequence HLA-A68:01. The binding affinity (normalized) is 0.161. (2) The peptide sequence is YIFRNTINM. The MHC is HLA-B58:01 with pseudo-sequence HLA-B58:01. The binding affinity (normalized) is 0.424. (3) The peptide sequence is SVQLSNNKYV. The MHC is HLA-A02:01 with pseudo-sequence HLA-A02:01. The binding affinity (normalized) is 0. (4) The peptide sequence is QSQQGHLARR. The MHC is Patr-A0101 with pseudo-sequence Patr-A0101. The binding affinity (normalized) is 0.0321. (5) The peptide sequence is VELLSFLPSDF. The MHC is HLA-B45:01 with pseudo-sequence HLA-B45:01. The binding affinity (normalized) is 0.145. (6) The peptide sequence is WYETVKVNY. The MHC is HLA-B15:01 with pseudo-sequence HLA-B15:01. The binding affinity (normalized) is 0.0847. (7) The peptide sequence is QILEENVEV. The MHC is HLA-A02:01 with pseudo-sequence HLA-A02:01. The binding affinity (normalized) is 0.444. (8) The peptide sequence is KFHGRRATF. The MHC is HLA-A01:01 with pseudo-sequence HLA-A01:01. The binding affinity (normalized) is 0.110. (9) The peptide sequence is YVTLNASQY. The MHC is HLA-A68:01 with pseudo-sequence HLA-A68:01. The binding affinity (normalized) is 0.781.